This data is from hERG Central: cardiac toxicity at 1µM, 10µM, and general inhibition. The task is: Predict hERG channel inhibition at various concentrations. (1) The drug is COc1c(O)cccc1[C@@H](O)C1CCN(CCc2ccc(F)cc2)CC1. Results: hERG_inhib (hERG inhibition (general)): blocker. (2) The drug is CCc1ccc2c(CN(C)Cc3ccc(OC(F)F)c(OC)c3)cc(=O)oc2c1. Results: hERG_inhib (hERG inhibition (general)): blocker. (3) The drug is CC(NC(=O)C12CC3CC(C1)CC(n1cncn1)(C3)C2)C12CC3CC(CC(C3)C1)C2. Results: hERG_inhib (hERG inhibition (general)): blocker. (4) The drug is O=C(NCCN1CCOCC1)/C(=C/c1ccc(Cl)cc1)NC(=O)c1ccccc1. Results: hERG_inhib (hERG inhibition (general)): blocker. (5) The compound is CNC(=O)c1ccsc1NC(=O)C1CCN(S(=O)(=O)c2ccc(Cl)s2)CC1. Results: hERG_inhib (hERG inhibition (general)): blocker. (6) The compound is CC[n+]1c(/C=C/N(C)c2ccccc2)sc2ccc(Cl)cc21.[O-][Cl+3]([O-])([O-])[O-]. Results: hERG_inhib (hERG inhibition (general)): blocker.